This data is from Reaction yield outcomes from USPTO patents with 853,638 reactions. The task is: Predict the reaction yield, written as a fraction of the theoretical maximum amount of product (1.0 means a 100% yield; for example, 0.34 means a 34% yield). The reactants are [Br:1][C:2]1[CH:3]=[CH:4][C:5]([O:17][CH3:18])=[C:6]([C:8]2([C:15]#[N:16])[CH2:13][CH2:12][C:11](=[O:14])[CH2:10][CH2:9]2)[CH:7]=1.[CH2:19](O)[CH2:20][OH:21].C1(C)C=CC(S(O)(=O)=O)=CC=1. The catalyst is C1(C)C=CC=CC=1. The product is [Br:1][C:2]1[CH:3]=[CH:4][C:5]([O:17][CH3:18])=[C:6]([C:8]2([C:15]#[N:16])[CH2:9][CH2:10][C:11]3([O:21][CH2:20][CH2:19][O:14]3)[CH2:12][CH2:13]2)[CH:7]=1. The yield is 0.530.